Dataset: Catalyst prediction with 721,799 reactions and 888 catalyst types from USPTO. Task: Predict which catalyst facilitates the given reaction. Reactant: [F:1][C:2]([F:21])([F:20])[O:3][C:4]1[CH:9]=[CH:8][C:7]([C:10]2[CH:19]=[N:18][C:13]3[O:14][CH2:15][CH2:16][NH:17][C:12]=3[CH:11]=2)=[CH:6][CH:5]=1.[Br:22][C:23]1[CH:24]=[C:25]([CH:29]=[C:30]([Br:34])[C:31]=1[O:32][CH3:33])[C:26](Cl)=[O:27].C(N(CC)CC)C. Product: [Br:22][C:23]1[CH:24]=[C:25]([C:26]([N:17]2[CH2:16][CH2:15][O:14][C:13]3[N:18]=[CH:19][C:10]([C:7]4[CH:6]=[CH:5][C:4]([O:3][C:2]([F:1])([F:20])[F:21])=[CH:9][CH:8]=4)=[CH:11][C:12]2=3)=[O:27])[CH:29]=[C:30]([Br:34])[C:31]=1[O:32][CH3:33]. The catalyst class is: 4.